From a dataset of Catalyst prediction with 721,799 reactions and 888 catalyst types from USPTO. Predict which catalyst facilitates the given reaction. Reactant: [NH2:1][C:2]1[CH:44]=[CH:43][C:5]([C:6]([NH:8][CH:9]2[CH2:14][CH:13]([NH:15][C:16]3[N:21]=[C:20]([C:22]4[C:30]5[C:25](=[CH:26][CH:27]=[CH:28][CH:29]=5)[N:24](S(C5C=CC=CC=5)(=O)=O)[CH:23]=4)[C:19]([Cl:40])=[CH:18][N:17]=3)[CH2:12][C:11]([F:42])([F:41])[CH2:10]2)=[O:7])=[CH:4][CH:3]=1.C(O)(C(F)(F)F)=O.[OH-].[Na+].O. Product: [NH2:1][C:2]1[CH:44]=[CH:43][C:5]([C:6]([NH:8][CH:9]2[CH2:14][CH:13]([NH:15][C:16]3[N:21]=[C:20]([C:22]4[C:30]5[C:25](=[CH:26][CH:27]=[CH:28][CH:29]=5)[NH:24][CH:23]=4)[C:19]([Cl:40])=[CH:18][N:17]=3)[CH2:12][C:11]([F:42])([F:41])[CH2:10]2)=[O:7])=[CH:4][CH:3]=1. The catalyst class is: 12.